This data is from Reaction yield outcomes from USPTO patents with 853,638 reactions. The task is: Predict the reaction yield, written as a fraction of the theoretical maximum amount of product (1.0 means a 100% yield; for example, 0.34 means a 34% yield). (1) The reactants are [O:1]1[C:5]([C:6]2[CH:7]=[C:8]([CH:10]=[C:11]([C:13]3[O:17][CH:16]=[N:15][CH:14]=3)[CH:12]=2)[NH2:9])=[CH:4][N:3]=[CH:2]1.Cl[C:19]([O:21][C:22]1[CH:27]=[CH:26][CH:25]=[CH:24][CH:23]=1)=[O:20].N1C=CC=CC=1. The catalyst is ClCCl. The product is [C:22]1([O:21][C:19](=[O:20])[NH:9][C:8]2[CH:7]=[C:6]([C:5]3[O:1][CH:2]=[N:3][CH:4]=3)[CH:12]=[C:11]([C:13]3[O:17][CH:16]=[N:15][CH:14]=3)[CH:10]=2)[CH:27]=[CH:26][CH:25]=[CH:24][CH:23]=1. The yield is 0.920. (2) The reactants are [NH:1]1[C:5]2[CH:6]=[CH:7][C:8]([C:10]([OH:12])=O)=[CH:9][C:4]=2[N:3]=[CH:2]1.[C:13]1([C:19]2[CH:32]=[CH:31][C:22]3[C@@H:23]4[C@H:28]([CH2:29][CH2:30][C:21]=3[CH:20]=2)[NH:27][CH2:26][CH2:25][CH2:24]4)[CH:18]=[CH:17][CH:16]=[CH:15][CH:14]=1. The catalyst is C(Cl)Cl.CO. The product is [NH:1]1[C:5]2[CH:6]=[CH:7][C:8]([C:10]([N:27]3[C@@H:28]4[C@@H:23]([C:22]5[CH:31]=[CH:32][C:19]([C:13]6[CH:18]=[CH:17][CH:16]=[CH:15][CH:14]=6)=[CH:20][C:21]=5[CH2:30][CH2:29]4)[CH2:24][CH2:25][CH2:26]3)=[O:12])=[CH:9][C:4]=2[N:3]=[CH:2]1. The yield is 0.290. (3) The reactants are C([N:8]1[CH2:13][CH2:12][CH:11]([OH:14])[CH:10]([CH2:15][OH:16])[CH2:9]1)C1C=CC=CC=1.[ClH:17].O1CCOCC1. The catalyst is CO.[OH-].[OH-].[Pd+2]. The product is [ClH:17].[OH:16][CH2:15][CH:10]1[CH:11]([OH:14])[CH2:12][CH2:13][NH:8][CH2:9]1. The yield is 0.860.